Dataset: Catalyst prediction with 721,799 reactions and 888 catalyst types from USPTO. Task: Predict which catalyst facilitates the given reaction. (1) Reactant: [CH:1]1([C:7]2[CH:20]=[CH:19][C:10]([O:11][CH2:12][C@H:13]3[O:17][C:16]([NH2:18])=[N:15][CH2:14]3)=[CH:9][CH:8]=2)[CH2:6][CH2:5][CH2:4][CH2:3][CH2:2]1.[CH2:21]([O:23][C:24](=O)[C:25]#[C:26][CH2:27][O:28]C)C. Product: [CH:1]1([C:7]2[CH:20]=[CH:19][C:10]([O:11][CH2:12][C@H:13]3[O:17][C:16]4=[N:18][C:27](=[O:28])[CH:26]=[C:25]([CH2:24][O:23][CH3:21])[N:15]4[CH2:14]3)=[CH:9][CH:8]=2)[CH2:2][CH2:3][CH2:4][CH2:5][CH2:6]1. The catalyst class is: 22. (2) Reactant: [CH2:1]([N:5]1[C:13]2[C:12](=[O:14])[NH:11][C:10]([Cl:15])=[N:9][C:8]=2[N:7]=[C:6]1[N:16]1[CH2:21][CH2:20][N:19]([C:22]([O:24][C:25]([CH3:28])([CH3:27])[CH3:26])=[O:23])[CH2:18][CH2:17]1)[C:2]#[C:3][CH3:4].Cl[CH2:30][O:31][CH2:32][CH2:33][Si:34]([CH3:37])([CH3:36])[CH3:35].C(=O)([O-])[O-].[K+].[K+].[Cl-].[NH4+]. Product: [CH2:1]([N:5]1[C:13]2[C:12](=[O:14])[N:11]([CH2:30][O:31][CH2:32][CH2:33][Si:34]([CH3:37])([CH3:36])[CH3:35])[C:10]([Cl:15])=[N:9][C:8]=2[N:7]=[C:6]1[N:16]1[CH2:21][CH2:20][N:19]([C:22]([O:24][C:25]([CH3:28])([CH3:27])[CH3:26])=[O:23])[CH2:18][CH2:17]1)[C:2]#[C:3][CH3:4]. The catalyst class is: 9. (3) Reactant: C[O:2][C:3]([C:5]1[C:10]([CH3:11])=[CH:9][C:8]([C:12]2[CH:17]=[CH:16][CH:15]=[C:14]([NH2:18])[CH:13]=2)=[CH:7][C:6]=1[CH3:19])=[O:4].[Cl:20][C:21]1[C:26]([CH3:27])=[CH:25][C:24]([S:28](Cl)(=[O:30])=[O:29])=[C:23]([CH3:32])[CH:22]=1.CCOC(C)=O. Product: [Cl:20][C:21]1[C:26]([CH3:27])=[CH:25][C:24]([S:28]([NH:18][C:14]2[CH:13]=[C:12]([C:8]3[CH:9]=[C:10]([CH3:11])[C:5]([C:3]([OH:2])=[O:4])=[C:6]([CH3:19])[CH:7]=3)[CH:17]=[CH:16][CH:15]=2)(=[O:30])=[O:29])=[C:23]([CH3:32])[CH:22]=1. The catalyst class is: 202. (4) Product: [CH2:6]([O:13][C:14]1[CH:19]=[C:18]([CH:34]([C:33]2[CH:36]=[CH:37][C:38]([O:39][CH3:40])=[C:31]([O:30][CH2:23][C:24]3[CH:29]=[CH:28][CH:27]=[CH:26][CH:25]=3)[CH:32]=2)[OH:35])[CH:17]=[CH:16][C:15]=1[O:21][CH3:22])[C:7]1[CH:12]=[CH:11][CH:10]=[CH:9][CH:8]=1. Reactant: [Li]CCCC.[CH2:6]([O:13][C:14]1[CH:19]=[C:18](Br)[CH:17]=[CH:16][C:15]=1[O:21][CH3:22])[C:7]1[CH:12]=[CH:11][CH:10]=[CH:9][CH:8]=1.[CH2:23]([O:30][C:31]1[CH:32]=[C:33]([CH:36]=[CH:37][C:38]=1[O:39][CH3:40])[CH:34]=[O:35])[C:24]1[CH:29]=[CH:28][CH:27]=[CH:26][CH:25]=1.O. The catalyst class is: 1. (5) Reactant: O=[C:2]([CH2:9][CH2:10][CH3:11])[CH2:3][C:4](OCC)=[O:5].[CH3:12][O:13][C:14]1[CH:19]=[CH:18][C:17]([NH:20][NH2:21])=[CH:16][CH:15]=1.CCN(CC)CC. Product: [CH3:12][O:13][C:14]1[CH:19]=[CH:18][C:17]([N:20]2[C:4](=[O:5])[CH2:3][C:2]([CH2:9][CH2:10][CH3:11])=[N:21]2)=[CH:16][CH:15]=1. The catalyst class is: 52. (6) Reactant: C[O:2][C:3](=[O:23])[CH:4]([C:12]1[CH:17]=[CH:16][C:15]([S:18]([CH3:21])(=[O:20])=[O:19])=[C:14]([Cl:22])[CH:13]=1)[CH2:5][C@H:6]1[CH2:11][CH2:10][CH2:9][S:8][CH2:7]1.[OH-].[Li+]. Product: [Cl:22][C:14]1[CH:13]=[C:12]([CH:4]([CH2:5][C@H:6]2[CH2:11][CH2:10][CH2:9][S:8][CH2:7]2)[C:3]([OH:23])=[O:2])[CH:17]=[CH:16][C:15]=1[S:18]([CH3:21])(=[O:20])=[O:19]. The catalyst class is: 5. (7) Reactant: [OH:1][CH2:2][C:3]1([CH2:15][OH:16])[CH2:9][CH2:8][S:7][C:6]2[CH:10]=[CH:11][CH:12]=[CH:13][C:5]=2[C:4]1=[O:14].C(N(CC)CC)C.[F:24][C:25]1[CH:30]=[C:29]([F:31])[CH:28]=[CH:27][C:26]=1[N:32]=[C:33]=[S:34]. Product: [OH:16][CH2:15][C:3]1([CH2:2][O:1][C:33](=[S:34])[NH:32][C:26]2[CH:27]=[CH:28][C:29]([F:31])=[CH:30][C:25]=2[F:24])[CH2:9][CH2:8][S:7][C:6]2[CH:10]=[CH:11][CH:12]=[CH:13][C:5]=2[C:4]1=[O:14]. The catalyst class is: 7. (8) Reactant: [NH2:1][C:2]1[CH:7]=[CH:6][C:5]([C:8](=[CH:14][C:15]2[CH:20]=[C:19]([O:21][CH3:22])[CH:18]=[C:17]([O:23][CH3:24])[CH:16]=2)[C:9]([N:11]([CH3:13])[CH3:12])=[O:10])=[CH:4][CH:3]=1.[C:25](Cl)(=[O:32])[C:26]1[CH:31]=[CH:30][CH:29]=[CH:28][CH:27]=1. Product: [CH3:24][O:23][C:17]1[CH:16]=[C:15]([CH:14]=[C:8]([C:5]2[CH:6]=[CH:7][C:2]([NH:1][C:25](=[O:32])[C:26]3[CH:31]=[CH:30][CH:29]=[CH:28][CH:27]=3)=[CH:3][CH:4]=2)[C:9](=[O:10])[N:11]([CH3:13])[CH3:12])[CH:20]=[C:19]([O:21][CH3:22])[CH:18]=1. The catalyst class is: 48. (9) Reactant: C([O:5][C:6](=[O:21])[C@@H:7]([N:10]1[CH:15]=[CH:14][CH:13]=[C:12]([NH:16][C:17](=[O:19])[CH3:18])[C:11]1=[O:20])[CH2:8][CH3:9])(C)(C)C.FC(F)(F)C(O)=O. Product: [C:17]([NH:16][C:12]1[C:11](=[O:20])[N:10]([C@@H:7]([CH2:8][CH3:9])[C:6]([OH:21])=[O:5])[CH:15]=[CH:14][CH:13]=1)(=[O:19])[CH3:18]. The catalyst class is: 4. (10) Reactant: Cl[C:2]1[N:7]=[C:6]([O:8][CH:9]2[CH2:12][N:11]([C:13]3[CH:22]=[CH:21][C:20]4[C:15](=[CH:16][CH:17]=[CH:18][CH:19]=4)[N:14]=3)[CH2:10]2)[C:5]([C:23]2[CH2:28][CH2:27][N:26]([C:29]([O:31][C:32]([CH3:35])([CH3:34])[CH3:33])=[O:30])[CH2:25][CH:24]=2)=[CH:4][N:3]=1. The catalyst class is: 19. Product: [N:14]1[C:15]2[C:20](=[CH:19][CH:18]=[CH:17][CH:16]=2)[CH:21]=[CH:22][C:13]=1[N:11]1[CH2:12][CH:9]([O:8][C:6]2[C:5]([CH:23]3[CH2:24][CH2:25][N:26]([C:29]([O:31][C:32]([CH3:35])([CH3:34])[CH3:33])=[O:30])[CH2:27][CH2:28]3)=[CH:4][N:3]=[CH:2][N:7]=2)[CH2:10]1.